This data is from Reaction yield outcomes from USPTO patents with 853,638 reactions. The task is: Predict the reaction yield, written as a fraction of the theoretical maximum amount of product (1.0 means a 100% yield; for example, 0.34 means a 34% yield). (1) The reactants are [CH3:1][Si:2]([C:5]#[CH:6])([CH3:4])[CH3:3].Br[CH:8]1[C:13]([Cl:14])=[C:12]([CH2:15][CH3:16])[C:11](Br)=[C:10]([Cl:18])[C:9]1([O:21][CH2:22][CH2:23][CH2:24][CH2:25][CH2:26][CH3:27])[CH2:19][CH3:20]. The yield is 0.450. The catalyst is C(NC(C)C)(C)C.C1(C)C=CC=CC=1.O.Cl[Pd](Cl)([P](C1C=CC=CC=1)(C1C=CC=CC=1)C1C=CC=CC=1)[P](C1C=CC=CC=1)(C1C=CC=CC=1)C1C=CC=CC=1.[Cu]I. The product is [Cl:18][CH:10]1[C:11]([C:6]#[C:5][Si:2]([CH3:4])([CH3:3])[CH3:1])=[C:12]([CH2:15][CH3:16])[C:13]([Cl:14])=[C:8]([C:6]#[C:5][Si:2]([CH3:4])([CH3:3])[CH3:1])[C:9]1([O:21][CH2:22][CH2:23][CH2:24][CH2:25][CH2:26][CH3:27])[CH2:19][CH3:20]. (2) The reactants are [CH3:1][C:2]1[O:6][N:5]=[C:4]([C:7]2[CH:24]=[CH:23][C:10]([CH2:11][N:12]3C(=O)C4C(=CC=CC=4)C3=O)=[C:9]([N+:25]([O-:27])=[O:26])[CH:8]=2)[N:3]=1.O.NN. The catalyst is C(O)C. The product is [CH3:1][C:2]1[O:6][N:5]=[C:4]([C:7]2[CH:24]=[CH:23][C:10]([CH2:11][NH2:12])=[C:9]([N+:25]([O-:27])=[O:26])[CH:8]=2)[N:3]=1. The yield is 0.840. (3) The reactants are [CH3:1][O:2][C:3]1[CH:39]=[CH:38][C:6]([CH2:7][NH:8][C:9]2[S:17][C:12]3=[CH:13][N:14]=[CH:15][CH:16]=[C:11]3[C:10]=2[C:18]([C:20]2[CH:21]=[C:22]3[C:26](=[CH:27][CH:28]=2)[C:25](=[N:29][O:30][Si](C(C)(C)C)(C)C)[CH2:24][CH2:23]3)=[O:19])=[CH:5][CH:4]=1.C[Si]([N-][Si](C)(C)C)(C)C.[Na+].C1(C)C=CC=CC=1.[C:57](Cl)(=[O:60])[CH2:58][CH3:59]. The catalyst is C1COCC1.O. The product is [CH3:1][O:2][C:3]1[CH:4]=[CH:5][C:6]([CH2:7][N:8]([C:9]2[S:17][C:12]3=[CH:13][N:14]=[CH:15][CH:16]=[C:11]3[C:10]=2[C:18]([C:20]2[CH:21]=[C:22]3[C:26](=[CH:27][CH:28]=2)[C:25](=[N:29][OH:30])[CH2:24][CH2:23]3)=[O:19])[C:57](=[O:60])[CH2:58][CH3:59])=[CH:38][CH:39]=1. The yield is 0.710. (4) The reactants are [Cl:1][C:2]1[CH:3]=[C:4]([CH:20]=[CH:21][CH:22]=1)[O:5][C:6]1[CH:11]=[C:10]([OH:12])[CH:9]=[CH:8][C:7]=1/[CH:13]=[CH:14]/[C:15]([O:17][CH2:18][CH3:19])=[O:16].[N:23]1[CH:28]=[CH:27][CH:26]=[C:25]([CH2:29]O)[CH:24]=1.C1C=CC(P(C2C=CC=CC=2)C2C=CC=CC=2)=CC=1.CC(OC(/N=N/C(OC(C)C)=O)=O)C. The catalyst is C1COCC1. The product is [Cl:1][C:2]1[CH:3]=[C:4]([CH:20]=[CH:21][CH:22]=1)[O:5][C:6]1[CH:11]=[C:10]([O:12][CH2:29][C:25]2[CH:24]=[N:23][CH:28]=[CH:27][CH:26]=2)[CH:9]=[CH:8][C:7]=1/[CH:13]=[CH:14]/[C:15]([O:17][CH2:18][CH3:19])=[O:16]. The yield is 0.610. (5) The reactants are [CH:1]1([C:7]2[CH:13]=[CH:12][C:10]([NH2:11])=[CH:9][CH:8]=2)[CH2:6][CH2:5][CH2:4][CH2:3][CH2:2]1.S(=O)(=O)(O)O.[N+:19]([O-])([O-:21])=[O:20].[K+].[OH-].[Na+]. No catalyst specified. The product is [CH:1]1([C:7]2[CH:8]=[CH:9][C:10]([NH2:11])=[CH:12][C:13]=2[N+:19]([O-:21])=[O:20])[CH2:2][CH2:3][CH2:4][CH2:5][CH2:6]1. The yield is 9.21.